From a dataset of NCI-60 drug combinations with 297,098 pairs across 59 cell lines. Regression. Given two drug SMILES strings and cell line genomic features, predict the synergy score measuring deviation from expected non-interaction effect. (1) Drug 1: COC1=CC(=CC(=C1O)OC)C2C3C(COC3=O)C(C4=CC5=C(C=C24)OCO5)OC6C(C(C7C(O6)COC(O7)C8=CC=CS8)O)O. Drug 2: COC1=NC(=NC2=C1N=CN2C3C(C(C(O3)CO)O)O)N. Cell line: RPMI-8226. Synergy scores: CSS=52.5, Synergy_ZIP=10.8, Synergy_Bliss=12.9, Synergy_Loewe=-31.4, Synergy_HSA=10.4. (2) Drug 1: CC(CN1CC(=O)NC(=O)C1)N2CC(=O)NC(=O)C2. Drug 2: CC1CCC2CC(C(=CC=CC=CC(CC(C(=O)C(C(C(=CC(C(=O)CC(OC(=O)C3CCCCN3C(=O)C(=O)C1(O2)O)C(C)CC4CCC(C(C4)OC)O)C)C)O)OC)C)C)C)OC. Cell line: NCI-H226. Synergy scores: CSS=5.23, Synergy_ZIP=-4.78, Synergy_Bliss=-4.75, Synergy_Loewe=-21.8, Synergy_HSA=-2.58.